From a dataset of Peptide-MHC class I binding affinity with 185,985 pairs from IEDB/IMGT. Regression. Given a peptide amino acid sequence and an MHC pseudo amino acid sequence, predict their binding affinity value. This is MHC class I binding data. (1) The peptide sequence is GKLDPTNTL. The MHC is HLA-A69:01 with pseudo-sequence HLA-A69:01. The binding affinity (normalized) is 0.0847. (2) The MHC is HLA-B40:01 with pseudo-sequence HLA-B40:01. The binding affinity (normalized) is 0.329. The peptide sequence is AEKSRGRRI. (3) The binding affinity (normalized) is 0.371. The MHC is HLA-B15:17 with pseudo-sequence HLA-B15:17. The peptide sequence is IVRTNRNEL.